Dataset: Reaction yield outcomes from USPTO patents with 853,638 reactions. Task: Predict the reaction yield, written as a fraction of the theoretical maximum amount of product (1.0 means a 100% yield; for example, 0.34 means a 34% yield). The reactants are [CH:1]([O:4][CH2:5][CH2:6][NH:7][S:8]([NH:11][C:12](=[O:37])[O:13][CH2:14][CH2:15][CH2:16][C:17]1[C:18]([CH3:36])=[N:19][N:20]([CH3:35])[C:21]=1[N:22]1[C:26]2=[N:27][CH:28]=[C:29]([C:31]([F:34])([F:33])[F:32])[CH:30]=[C:25]2[CH:24]=[CH:23]1)(=[O:10])=[O:9])([CH3:3])[CH3:2].C(=O)([O-])O.[K+:42]. The catalyst is CO. The product is [CH3:35][N:20]1[C:21]([N:22]2[C:26]3=[N:27][CH:28]=[C:29]([C:31]([F:32])([F:34])[F:33])[CH:30]=[C:25]3[CH:24]=[CH:23]2)=[C:17]([CH2:16][CH2:15][CH2:14][O:13][C:12]([N-:11][S:8](=[O:9])(=[O:10])[NH:7][CH2:6][CH2:5][O:4][CH:1]([CH3:3])[CH3:2])=[O:37])[C:18]([CH3:36])=[N:19]1.[K+:42]. The yield is 0.910.